From a dataset of P-glycoprotein inhibition data for predicting drug efflux from Broccatelli et al.. Regression/Classification. Given a drug SMILES string, predict its absorption, distribution, metabolism, or excretion properties. Task type varies by dataset: regression for continuous measurements (e.g., permeability, clearance, half-life) or binary classification for categorical outcomes (e.g., BBB penetration, CYP inhibition). Dataset: pgp_broccatelli. (1) The drug is CN(C)Cc1c[nH]c2ccccc12. The result is 1 (inhibitor). (2) The molecule is CC(=O)Nc1ccc(O)cc1. The result is 0 (non-inhibitor). (3) The molecule is COc1ccc(C[C@H]2c3cc(OC)c(OC)cc3CCN2C)cc1OC. The result is 0 (non-inhibitor). (4) The drug is C=C[C@@]1(C)OC(=O)N(c2cc(Cl)cc(Cl)c2)C1=O. The result is 0 (non-inhibitor). (5) The result is 1 (inhibitor). The molecule is CN1CCN(CCCCn2c3ccccc3c(=O)c3ccccc32)CC1. (6) The compound is COc1cc2c(cc1OC)CN(CCc1ccc(NC(=O)c3ccccc3NC(=O)c3cnc4ccccc4c3)cc1)CC2. The result is 1 (inhibitor).